This data is from Reaction yield outcomes from USPTO patents with 853,638 reactions. The task is: Predict the reaction yield, written as a fraction of the theoretical maximum amount of product (1.0 means a 100% yield; for example, 0.34 means a 34% yield). The reactants are [F:1][C:2]([F:13])([F:12])[C:3]1[N:8]=[CH:7][C:6](B(O)O)=[CH:5][CH:4]=1.Br[C:15]1[N:20]=[C:19]([CH3:21])[C:18]([CH3:22])=[CH:17][CH:16]=1.C([O-])([O-])=O.[K+].[K+].COCCOC. The catalyst is Cl[Pd](Cl)([P](C1C=CC=CC=1)(C1C=CC=CC=1)C1C=CC=CC=1)[P](C1C=CC=CC=1)(C1C=CC=CC=1)C1C=CC=CC=1.CCOC(C)=O.C(O)C.O. The product is [CH3:22][C:18]1[CH:17]=[CH:16][C:15]([C:6]2[CH:7]=[N:8][C:3]([C:2]([F:13])([F:12])[F:1])=[CH:4][CH:5]=2)=[N:20][C:19]=1[CH3:21]. The yield is 0.980.